The task is: Predict the reaction yield, written as a fraction of the theoretical maximum amount of product (1.0 means a 100% yield; for example, 0.34 means a 34% yield).. This data is from Reaction yield outcomes from USPTO patents with 853,638 reactions. (1) The catalyst is COCCO.O1CCCC1. The reactants are [Cl-].[Mg+2].[Cl-].[CH2:4]([O:6][C:7](=[O:21])[C:8](=O)[CH2:9][N:10]1[C:19]2[C:14](=[CH:15][CH:16]=[CH:17][CH:18]=2)[CH2:13][CH2:12][CH2:11]1)[CH3:5]. The yield is 0.480. The product is [CH2:4]([O:6][C:7]([C:8]1[C:18]2=[C:19]3[C:14](=[CH:15][CH:16]=[CH:17]2)[CH2:13][CH2:12][CH2:11][N:10]3[CH:9]=1)=[O:21])[CH3:5]. (2) The reactants are [O:1]1[C:5]2[CH:6]=[CH:7][CH:8]=[CH:9][C:4]=2[N:3]=[CH:2]1.I[C:11]1[CH:20]=[CH:19][C:14]([C:15]([O:17][CH3:18])=[O:16])=[CH:13][CH:12]=1.C1C=CC(P(C2C=CC=CC=2)C2C=CC=CC=2)=CC=1.C([O-])([O-])=O.[Na+].[Na+].C(N)CN. The catalyst is CN(C=O)C.O.[Cu]I. The product is [O:1]1[C:5]2[CH:6]=[CH:7][CH:8]=[CH:9][C:4]=2[N:3]=[C:2]1[C:11]1[CH:20]=[CH:19][C:14]([C:15]([O:17][CH3:18])=[O:16])=[CH:13][CH:12]=1. The yield is 0.250. (3) The reactants are [F:1][C:2]1[CH:3]=[C:4]([CH:19]=[CH:20][CH:21]=1)[NH:5][CH:6]1[CH2:11][CH2:10][N:9]([C:12]([O:14][C:15]([CH3:18])([CH3:17])[CH3:16])=[O:13])[CH2:8][CH2:7]1.C(=O)([O-])[O-].[K+].[K+].Br[CH2:29][C:30]1[CH:35]=[CH:34][C:33]([F:36])=[CH:32][CH:31]=1. The catalyst is C(#N)C. The product is [F:1][C:2]1[CH:3]=[C:4]([CH:19]=[CH:20][CH:21]=1)[N:5]([CH2:29][C:30]1[CH:35]=[CH:34][C:33]([F:36])=[CH:32][CH:31]=1)[CH:6]1[CH2:11][CH2:10][N:9]([C:12]([O:14][C:15]([CH3:18])([CH3:16])[CH3:17])=[O:13])[CH2:8][CH2:7]1. The yield is 0.890. (4) The reactants are [F:1][C:2]1[CH:9]=[CH:8][CH:7]=[CH:6][C:3]=1[CH:4]=O.[CH3:10][O:11][C:12]1[CH:13]=[C:14]([CH:18]=[CH:19][C:20]=1[O:21][CH3:22])[CH2:15][C:16]#[N:17]. No catalyst specified. The product is [CH3:10][O:11][C:12]1[CH:13]=[C:14](/[C:15](=[CH:4]/[C:3]2[CH:6]=[CH:7][CH:8]=[CH:9][C:2]=2[F:1])/[C:16]#[N:17])[CH:18]=[CH:19][C:20]=1[O:21][CH3:22]. The yield is 0.400. (5) The reactants are Br[C:2]1[CH:3]=[C:4]([CH3:8])[CH:5]=[CH:6][CH:7]=1.CC(C)([O-])C.[Na+].[CH3:15][O:16][C:17]1[CH:23]=[CH:22][C:20]([NH2:21])=[CH:19][CH:18]=1.Br[C:25]1[CH:30]=[CH:29][C:28]([C:31]2[CH:36]=[CH:35][C:34]([Br:37])=[CH:33][CH:32]=2)=[CH:27][CH:26]=1. The catalyst is C1(C)C=CC=CC=1.C1C=CC(/C=C/C(/C=C/C2C=CC=CC=2)=O)=CC=1.C1C=CC(/C=C/C(/C=C/C2C=CC=CC=2)=O)=CC=1.C1C=CC(/C=C/C(/C=C/C2C=CC=CC=2)=O)=CC=1.[Pd].[Pd].C1(P(C2C=CC=CC=2)[C-]2C=CC=C2)C=CC=CC=1.[C-]1(P(C2C=CC=CC=2)C2C=CC=CC=2)C=CC=C1.[Fe+2]. The product is [Br:37][C:34]1[CH:35]=[CH:36][C:31]([C:28]2[CH:29]=[CH:30][C:25]([NH:21][C:20]3[CH:22]=[CH:23][C:17]([O:16][CH3:15])=[C:18]([C:3]4[CH:2]=[CH:7][CH:6]=[CH:5][C:4]=4[CH3:8])[CH:19]=3)=[CH:26][CH:27]=2)=[CH:32][CH:33]=1. The yield is 0.840.